Dataset: Full USPTO retrosynthesis dataset with 1.9M reactions from patents (1976-2016). Task: Predict the reactants needed to synthesize the given product. (1) Given the product [Br:17][C:18]1[C:23]([NH:24][S:9]([C:6]2[CH:7]=[CH:8][C:3]([CH2:1][CH3:2])=[C:4]([C:13]([F:16])([F:15])[F:14])[CH:5]=2)(=[O:11])=[O:10])=[CH:22][C:21]([Cl:25])=[CH:20][N:19]=1, predict the reactants needed to synthesize it. The reactants are: [CH2:1]([C:3]1[CH:8]=[CH:7][C:6]([S:9](Cl)(=[O:11])=[O:10])=[CH:5][C:4]=1[C:13]([F:16])([F:15])[F:14])[CH3:2].[Br:17][C:18]1[C:23]([NH2:24])=[CH:22][C:21]([Cl:25])=[CH:20][N:19]=1. (2) Given the product [CH3:27][C:19]1[N:20]=[C:21]([NH:23][C:24](=[O:26])[CH3:25])[S:22][C:18]=1[C:16]1[CH:15]=[CH:14][CH:13]=[C:12]([NH:11][S:7]([C:1]2[CH:6]=[CH:5][CH:4]=[CH:3][CH:2]=2)(=[O:9])=[O:8])[N:17]=1, predict the reactants needed to synthesize it. The reactants are: [C:1]1([S:7](Cl)(=[O:9])=[O:8])[CH:6]=[CH:5][CH:4]=[CH:3][CH:2]=1.[NH2:11][C:12]1[N:17]=[C:16]([C:18]2[S:22][C:21]([NH:23][C:24](=[O:26])[CH3:25])=[N:20][C:19]=2[CH3:27])[CH:15]=[CH:14][CH:13]=1.CCCC(C)C. (3) Given the product [CH3:23][O:22][C:19]1[CH:18]=[CH:17][C:16]([C:14]([C:12]2[S:13][C:6]3[N:5]([CH2:4][CH2:3][CH2:2][NH:1][NH:25][SH:24](=[O:28])=[O:27])[C:9]([CH3:10])=[CH:8][C:7]=3[CH:11]=2)=[O:15])=[CH:21][CH:20]=1, predict the reactants needed to synthesize it. The reactants are: [NH2:1][CH2:2][CH2:3][CH2:4][N:5]1[C:9]([CH3:10])=[CH:8][C:7]2[CH:11]=[C:12]([C:14]([C:16]3[CH:21]=[CH:20][C:19]([O:22][CH3:23])=[CH:18][CH:17]=3)=[O:15])[S:13][C:6]1=2.[S:24](=[O:28])(=[O:27])(N)[NH2:25]. (4) The reactants are: [C:1]1([N:7]2[C:11](=[O:12])[CH:10]=[C:9]([C:13]([OH:15])=O)[NH:8]2)[CH:6]=[CH:5][CH:4]=[CH:3][CH:2]=1.[CH2:16]([O:20][C:21]([N:23]1[CH2:28][CH2:27][N:26]([C:29](=[O:41])[C@@H:30]([NH2:40])[CH2:31][CH2:32][C:33]([O:35][C:36]([CH3:39])([CH3:38])[CH3:37])=[O:34])[CH2:25][CH2:24]1)=[O:22])[CH2:17][CH2:18][CH3:19].C(Cl)CCl. Given the product [CH2:16]([O:20][C:21]([N:23]1[CH2:28][CH2:27][N:26]([C:29](=[O:41])[C@@H:30]([NH:40][C:13]([C:9]2[CH:10]=[C:11]([OH:12])[N:7]([C:1]3[CH:2]=[CH:3][CH:4]=[CH:5][CH:6]=3)[N:8]=2)=[O:15])[CH2:31][CH2:32][C:33]([O:35][C:36]([CH3:39])([CH3:38])[CH3:37])=[O:34])[CH2:25][CH2:24]1)=[O:22])[CH2:17][CH2:18][CH3:19], predict the reactants needed to synthesize it. (5) Given the product [CH3:14][C:13]1[CH:12]=[CH:11][CH:10]=[C:3]2[C:2]=1[NH:1][CH2:17][N:6]([CH:7]([CH3:9])[CH3:8])[C:4]2=[O:5], predict the reactants needed to synthesize it. The reactants are: [NH2:1][C:2]1[C:13]([CH3:14])=[CH:12][CH:11]=[CH:10][C:3]=1[C:4]([NH:6][CH:7]([CH3:9])[CH3:8])=[O:5].C=O.[C:17]1(C)C=CC(S(O)(=O)=O)=CC=1. (6) Given the product [C:1]([C:3]1[CH:8]=[CH:7][C:6]([CH:9]2[C:14]([C:15]([NH2:40])=[O:17])=[C:13]([CH3:18])[N:12]([C:19]3[CH:24]=[CH:23][CH:22]=[C:21]([C:25]([F:26])([F:28])[F:27])[CH:20]=3)[C:11](=[O:29])[NH:10]2)=[C:5]([S:30]([C:33]2[CH:34]=[CH:35][CH:36]=[CH:37][CH:38]=2)(=[O:32])=[O:31])[CH:4]=1)#[N:2], predict the reactants needed to synthesize it. The reactants are: [C:1]([C:3]1[CH:8]=[CH:7][C:6]([CH:9]2[C:14]([C:15]([OH:17])=O)=[C:13]([CH3:18])[N:12]([C:19]3[CH:24]=[CH:23][CH:22]=[C:21]([C:25]([F:28])([F:27])[F:26])[CH:20]=3)[C:11](=[O:29])[NH:10]2)=[C:5]([S:30]([C:33]2[CH:38]=[CH:37][CH:36]=[CH:35][CH:34]=2)(=[O:32])=[O:31])[CH:4]=1)#[N:2].C[N:40](C(ON1N=NC2C=CC=NC1=2)=[N+](C)C)C.F[P-](F)(F)(F)(F)F.[Cl-].[NH4+].N.CCN(C(C)C)C(C)C. (7) The reactants are: [C:1]([O:5][C:6](=[O:18])[NH:7][C:8]1([C:11]2[CH:16]=[CH:15][C:14](I)=[CH:13][N:12]=2)[CH2:10][CH2:9]1)([CH3:4])([CH3:3])[CH3:2].[CH:19]1([C:22]([NH2:24])=[O:23])[CH2:21][CH2:20]1.[O-]P([O-])([O-])=O.[K+].[K+].[K+]. Given the product [C:1]([O:5][C:6](=[O:18])[NH:7][C:8]1([C:11]2[CH:16]=[CH:15][C:14]([NH:24][C:22]([CH:19]3[CH2:21][CH2:20]3)=[O:23])=[CH:13][N:12]=2)[CH2:10][CH2:9]1)([CH3:4])([CH3:3])[CH3:2], predict the reactants needed to synthesize it. (8) Given the product [CH3:24][CH:23]([O:25][C:26]1[N:31]=[CH:30][C:29]([C:32]2[O:34][N:58]=[C:41]([C:42]3[CH:43]=[C:44]4[C:48](=[CH:49][CH:50]=3)[NH:47][C:46]([CH2:51][CH2:52][C:53]([O:55][CH2:56][CH3:57])=[O:54])=[CH:45]4)[N:40]=2)=[CH:28][C:27]=1[C:35]([F:38])([F:37])[F:36])[CH3:22], predict the reactants needed to synthesize it. The reactants are: CCN=C=NCCCN(C)C.C1C=CC2N(O)N=NC=2C=1.[CH3:22][CH:23]([O:25][C:26]1[N:31]=[CH:30][C:29]([C:32]([OH:34])=O)=[CH:28][C:27]=1[C:35]([F:38])([F:37])[F:36])[CH3:24].O[NH:40]/[C:41](=[N:58]\[H])/[C:42]1[CH:43]=[C:44]2[C:48](=[CH:49][CH:50]=1)[NH:47][C:46]([CH2:51][CH2:52][C:53]([O:55][CH2:56][CH3:57])=[O:54])=[CH:45]2.CCCC[N+](CCCC)(CCCC)CCCC.[F-]. (9) Given the product [C:18]([O:22][C:23]([N:25]1[CH2:30][CH:29]=[C:28]([CH2:31][CH2:32][OH:33])[C:27]([CH3:37])([CH3:36])[CH2:26]1)=[O:24])([CH3:21])([CH3:20])[CH3:19], predict the reactants needed to synthesize it. The reactants are: [H-].C([Al+]CC(C)C)C(C)C.C1(C)C=CC=CC=1.[C:18]([O:22][C:23]([N:25]1[CH2:30][CH:29]=[C:28]([CH2:31][C:32](OC)=[O:33])[C:27]([CH3:37])([CH3:36])[CH2:26]1)=[O:24])([CH3:21])([CH3:20])[CH3:19].C(O)C. (10) Given the product [CH3:3][CH:1]([C:4]1[CH:5]=[C:6]([CH:22]([CH3:24])[CH3:23])[C:7]2[CH:8]=[CH:9][C:10]3[N:11]([CH:14]=[C:15]([C:17]4[O:18][CH:19]=[N:20][N:21]=4)[N:16]=3)[C:12]=2[N:13]=1)[CH3:2], predict the reactants needed to synthesize it. The reactants are: [CH:1]([C:4]1[CH:5]=[C:6]([C:22]([CH3:24])=[CH2:23])[C:7]2[CH:8]=[CH:9][C:10]3[N:11]([CH:14]=[C:15]([C:17]4[O:18][CH:19]=[N:20][N:21]=4)[N:16]=3)[C:12]=2[N:13]=1)([CH3:3])[CH3:2].C(O)(=O)C.